This data is from Catalyst prediction with 721,799 reactions and 888 catalyst types from USPTO. The task is: Predict which catalyst facilitates the given reaction. (1) Reactant: C(N(CC)[C:4]([C:6]1[CH:7]=[CH:8][CH:9]=[C:10]2[C:14]=1[NH:13][CH:12]=[C:11]2[CH2:15][C@H:16]([NH:18][CH2:19][C@@H:20]([C:22]1[CH:27]=[CH:26][CH:25]=[C:24]([Cl:28])[CH:23]=1)[OH:21])[CH3:17])=[O:5])C.[O:31]1CCOCC1. Product: [Cl:28][C:24]1[CH:23]=[C:22]([C@@H:20]([OH:21])[CH2:19][NH:18][C@H:16]([CH3:17])[CH2:15][C:11]2[C:10]3[C:14](=[C:6]([C:4]([OH:31])=[O:5])[CH:7]=[CH:8][CH:9]=3)[NH:13][CH:12]=2)[CH:27]=[CH:26][CH:25]=1. The catalyst class is: 33. (2) Reactant: [C:1]([N:4]1[CH2:7][CH:6]([NH:8][C:9]2[CH:14]=[CH:13][C:12]([NH:15][C:16]3[N:21]=[C:20]([NH:22][C:23]4[CH:24]=[C:25]([NH:29][C:30](=[O:33])[CH:31]=[CH2:32])[CH:26]=[CH:27][CH:28]=4)[C:19]([C:34]([F:37])([F:36])[F:35])=[CH:18][N:17]=3)=[C:11]([O:38][CH3:39])[CH:10]=2)[CH2:5]1)(=[O:3])C.FCCN1CC(NC2C=CC(NC3N=[C:59](NC4C=C(NC(=O)C=C)C=CC=4)[C:58]([C:73](F)(F)F)=[CH:57]N=3)=C(OC)C=2)C1.FC(F)(F)C(O)=[O:82]. Product: [C:30]([NH:29][C:25]1[CH:24]=[C:23]([NH:22][C:20]2[C:19]([C:34]([F:35])([F:37])[F:36])=[CH:18][N:17]=[C:16]([NH:15][C:12]3[CH:13]=[CH:14][C:9]([NH:8][CH:6]4[CH2:7][N:4]([C:1]([O:3][C:58]([CH3:73])([CH3:59])[CH3:57])=[O:82])[CH2:5]4)=[CH:10][C:11]=3[O:38][CH3:39])[N:21]=2)[CH:28]=[CH:27][CH:26]=1)(=[O:33])[CH:31]=[CH2:32]. The catalyst class is: 12. (3) Reactant: C(=O)([O-])[O-].[K+].[K+].Br.Br[CH2:9][CH2:10][N:11]([CH2:14][CH3:15])[CH2:12][CH3:13].COC1C=CC(C[O:23][C:24]2[N:29]=[C:28]([C:30]3[C:43]4[CH2:42][C:41]5[C:36](=[CH:37][CH:38]=[CH:39][CH:40]=5)[S:35][C:34]=4[CH:33]=[C:32]([OH:44])[CH:31]=3)[CH:27]=[C:26]([N:45]3[CH2:50][CH2:49][O:48][CH2:47][CH2:46]3)[CH:25]=2)=CC=1.O. Product: [CH2:12]([N:11]([CH2:14][CH3:15])[CH2:10][CH2:9][O:44][C:32]1[CH:31]=[C:30]([C:28]2[NH:29][C:24](=[O:23])[CH:25]=[C:26]([N:45]3[CH2:46][CH2:47][O:48][CH2:49][CH2:50]3)[CH:27]=2)[C:43]2[CH2:42][C:41]3[C:36]([S:35][C:34]=2[CH:33]=1)=[CH:37][CH:38]=[CH:39][CH:40]=3)[CH3:13]. The catalyst class is: 9. (4) Reactant: [Cl:1][C:2]1[CH:7]=[CH:6][C:5]([NH:8][C:9]([C:11]2[CH:21]=[CH:20][C:14]([C:15](=[NH:19])OCC)=[CH:13][CH:12]=2)=[O:10])=[CH:4][C:3]=1[C:22]1[CH:27]=[CH:26][CH:25]=[CH:24][N:23]=1.[NH:28]1[CH:32]=[C:31]([CH2:33][CH2:34][NH2:35])[N:30]=[CH:29]1. Product: [NH:28]1[CH:32]=[C:31]([CH2:33][CH2:34][NH:35][C:15]([C:14]2[CH:20]=[CH:21][C:11]([C:9]([NH:8][C:5]3[CH:6]=[CH:7][C:2]([Cl:1])=[C:3]([C:22]4[CH:27]=[CH:26][CH:25]=[CH:24][N:23]=4)[CH:4]=3)=[O:10])=[CH:12][CH:13]=2)=[NH:19])[N:30]=[CH:29]1. The catalyst class is: 5. (5) Reactant: [C:1]([O:5][C:6]([NH:8][C@@H:9]([C:13]([OH:16])([CH3:15])[CH3:14])[C:10]([OH:12])=[O:11])=[O:7])([CH3:4])([CH3:3])[CH3:2].[H-].[Na+].I[CH3:20]. Product: [C:1]([O:5][C:6]([NH:8][C@@H:9]([C:13]([O:16][CH3:20])([CH3:15])[CH3:14])[C:10]([OH:12])=[O:11])=[O:7])([CH3:4])([CH3:2])[CH3:3]. The catalyst class is: 1. (6) Reactant: [Cl:1][C:2]1[C:7](Cl)=[N:6][CH:5]=[CH:4][N:3]=1.[NH2:9][NH2:10]. Product: [Cl:1][C:2]1[C:7]([NH:9][NH2:10])=[N:6][CH:5]=[CH:4][N:3]=1. The catalyst class is: 17.